Dataset: Full USPTO retrosynthesis dataset with 1.9M reactions from patents (1976-2016). Task: Predict the reactants needed to synthesize the given product. Given the product [Cl:12][CH2:13][C:14]1[N:15]([CH2:27][CH:28]2[CH2:33][CH2:32][O:31][CH2:30][CH2:29]2)[C:16]2[C:25]3[CH:24]=[CH:23][CH:22]=[CH:21][C:20]=3[N:19]=[C:18]([NH2:35])[C:17]=2[N:26]=1, predict the reactants needed to synthesize it. The reactants are: ClC1C=C(C=CC=1)C(OO)=O.[Cl:12][CH2:13][C:14]1[N:15]([CH2:27][CH:28]2[CH2:33][CH2:32][O:31][CH2:30][CH2:29]2)[C:16]2[C:25]3[CH:24]=[CH:23][CH:22]=[CH:21][C:20]=3[N:19]=[CH:18][C:17]=2[N:26]=1.[OH-].[NH4+:35].C1(C)C=CC(S(Cl)(=O)=O)=CC=1.